Dataset: Catalyst prediction with 721,799 reactions and 888 catalyst types from USPTO. Task: Predict which catalyst facilitates the given reaction. (1) Reactant: [Cl:1][C:2]1[CH:3]=[C:4]([CH:13]=[C:14]([Cl:16])[CH:15]=1)[CH2:5][C:6]1[C:7]([CH3:12])=[N:8][NH:9][C:10]=1[CH3:11].Cl.Cl[CH2:19][CH2:20][NH2:21]. The catalyst class is: 451. Product: [Cl:1][C:2]1[CH:3]=[C:4]([CH:13]=[C:14]([Cl:16])[CH:15]=1)[CH2:5][C:6]1[C:10]([CH3:11])=[N:9][N:8]([CH2:19][CH2:20][NH2:21])[C:7]=1[CH3:12]. (2) Reactant: O.[C:2]([OH:14])(=[O:13])[CH2:3][C:4]([CH2:9][C:10]([OH:12])=[O:11])([C:6]([OH:8])=[O:7])[OH:5].[CH3:15][N:16]1[C:20]([CH:21]([C:27]2[CH:32]=[CH:31][CH:30]=[CH:29][CH:28]=2)[O:22][CH2:23][CH2:24][NH:25][CH3:26])=[CH:19][CH:18]=[N:17]1. Product: [C:2]([OH:14])(=[O:13])[CH2:3][C:4]([CH2:9][C:10]([OH:12])=[O:11])([C:6]([OH:8])=[O:7])[OH:5].[CH3:15][N:16]1[C:20]([CH:21]([C:27]2[CH:32]=[CH:31][CH:30]=[CH:29][CH:28]=2)[O:22][CH2:23][CH2:24][NH:25][CH3:26])=[CH:19][CH:18]=[N:17]1. The catalyst class is: 8. (3) Reactant: [BH4-].[Na+].[F:3][C:4]1[CH:5]=[C:6]([CH:10]2[CH2:15][CH2:14][C:13](=[O:16])[CH2:12][CH2:11]2)[CH:7]=[CH:8][CH:9]=1.[H][H].[Cl-].[NH4+]. Product: [F:3][C:4]1[CH:5]=[C:6]([CH:10]2[CH2:11][CH2:12][CH:13]([OH:16])[CH2:14][CH2:15]2)[CH:7]=[CH:8][CH:9]=1. The catalyst class is: 56. (4) Product: [CH3:4][O:5][C:6]1[CH:15]=[C:14]([O:16][CH3:17])[CH:13]=[C:12]([O:18][CH3:19])[C:7]=1[CH:8]=[O:2]. Reactant: C(N)=[O:2].[CH3:4][O:5][C:6]1[CH:15]=[C:14]([O:16][CH3:17])[CH:13]=[C:12]([O:18][CH3:19])[C:7]=1[CH2:8]NC=O. The catalyst class is: 106. (5) Reactant: [NH2:1][CH2:2][CH2:3][CH2:4][CH2:5][CH2:6][CH2:7][CH2:8][CH2:9][CH2:10][CH2:11][CH2:12][CH2:13][OH:14].[F:15][C:16]([F:23])([F:22])[C:17](OCC)=[O:18]. Product: [F:15][C:16]([F:23])([F:22])[C:17]([NH:1][CH2:2][CH2:3][CH2:4][CH2:5][CH2:6][CH2:7][CH2:8][CH2:9][CH2:10][CH2:11][CH2:12][CH2:13][OH:14])=[O:18]. The catalyst class is: 8. (6) Reactant: [CH:1]1([C@H:5]([NH:7][C:8]2[N:16]=[C:15]([C:17]3[NH:21][C:20](=[O:22])[O:19][N:18]=3)[N:14]=[C:13]3[C:9]=2[N:10]([CH2:33][C@H:34]2[CH2:39][CH2:38][C@H:37]([CH3:40])[CH2:36][CH2:35]2)[C:11]([C:23]([C:26]2[CH:31]=[CH:30][CH:29]=[CH:28][C:27]=2[F:32])(O)[CH3:24])=[N:12]3)[CH3:6])[CH2:4][CH2:3][CH2:2]1.O=S(Cl)Cl. Product: [CH:1]1([C@H:5]([NH:7][C:8]2[N:16]=[C:15]([C:17]3[NH:21][C:20](=[O:22])[O:19][N:18]=3)[N:14]=[C:13]3[C:9]=2[N:10]([CH2:33][C@H:34]2[CH2:35][CH2:36][C@H:37]([CH3:40])[CH2:38][CH2:39]2)[C:11]([C:23]([C:26]2[CH:31]=[CH:30][CH:29]=[CH:28][C:27]=2[F:32])=[CH2:24])=[N:12]3)[CH3:6])[CH2:2][CH2:3][CH2:4]1. The catalyst class is: 2.